This data is from Catalyst prediction with 721,799 reactions and 888 catalyst types from USPTO. The task is: Predict which catalyst facilitates the given reaction. (1) Reactant: [NH2:1][CH2:2][C@@H:3]([NH:23][C:24](=[O:36])[C:25]1[CH:30]=[CH:29][C:28]([O:31][CH:32]([CH3:34])[CH3:33])=[C:27]([Cl:35])[CH:26]=1)[CH2:4][C:5]1[CH:10]=[CH:9][C:8]([C:11]2[N:12]=[C:13]3[C:18]([CH:19]([OH:21])[CH3:20])=[CH:17][CH:16]=[CH:15][N:14]3[CH:22]=2)=[CH:7][CH:6]=1.CCN=C=NCCCN(C)C.C(N(CC)C(C)C)(C)C.[CH3:57][N:58]([CH3:63])[CH2:59][C:60](O)=[O:61]. Product: [Cl:35][C:27]1[CH:26]=[C:25]([CH:30]=[CH:29][C:28]=1[O:31][CH:32]([CH3:33])[CH3:34])[C:24]([NH:23][C@@H:3]([CH2:4][C:5]1[CH:10]=[CH:9][C:8]([C:11]2[N:12]=[C:13]3[C:18]([CH:19]([OH:21])[CH3:20])=[CH:17][CH:16]=[CH:15][N:14]3[CH:22]=2)=[CH:7][CH:6]=1)[CH2:2][NH:1][C:60](=[O:61])[CH2:59][N:58]([CH3:63])[CH3:57])=[O:36]. The catalyst class is: 34. (2) Reactant: C[O:2][C:3]([C:5]1[CH:10]=[CH:9][C:8]([C:11]2[CH:16]=[C:15]([O:17][CH2:18][C:19]3[CH:24]=[CH:23][CH:22]=[CH:21][CH:20]=3)[C:14]([O:25][CH3:26])=[CH:13][C:12]=2[CH:27]=[O:28])=[C:7]([O:29][CH3:30])[CH:6]=1)=[O:4].[OH-].[Li+].Cl. Product: [CH2:18]([O:17][C:15]1[C:14]([O:25][CH3:26])=[CH:13][C:12]([CH:27]=[O:28])=[C:11]([C:8]2[CH:9]=[CH:10][C:5]([C:3]([OH:4])=[O:2])=[CH:6][C:7]=2[O:29][CH3:30])[CH:16]=1)[C:19]1[CH:20]=[CH:21][CH:22]=[CH:23][CH:24]=1. The catalyst class is: 20.